Dataset: Retrosynthesis with 50K atom-mapped reactions and 10 reaction types from USPTO. Task: Predict the reactants needed to synthesize the given product. The reactants are: COc1ccc(C=O)cc1Oc1cccc(C#N)c1. Given the product COc1ccc(CO)cc1Oc1cccc(C#N)c1, predict the reactants needed to synthesize it.